From a dataset of Reaction yield outcomes from USPTO patents with 853,638 reactions. Predict the reaction yield, written as a fraction of the theoretical maximum amount of product (1.0 means a 100% yield; for example, 0.34 means a 34% yield). (1) The reactants are [CH:1]([O:4][CH2:5][CH2:6][O:7][CH2:8][C:9]1[CH:14]=[CH:13][C:12]([OH:15])=[CH:11][CH:10]=1)([CH3:3])[CH3:2].[C:16]([C:19]1[CH:28]=[CH:27][C:22]([C:23]([O:25][CH3:26])=[O:24])=[CH:21][C:20]=1F)(=[O:18])[CH3:17]. No catalyst specified. The product is [C:16]([C:19]1[CH:28]=[CH:27][C:22]([C:23]([O:25][CH3:26])=[O:24])=[CH:21][C:20]=1[O:15][C:12]1[CH:13]=[CH:14][C:9]([CH2:8][O:7][CH2:6][CH2:5][O:4][CH:1]([CH3:3])[CH3:2])=[CH:10][CH:11]=1)(=[O:18])[CH3:17]. The yield is 0.650. (2) The reactants are [Br:1][C:2]1[C:7]2[C:8]3[NH:9][CH:10]([C:16]4[CH:21]=[CH:20][CH:19]=[CH:18][CH:17]=4)[CH2:11][C:12](=[O:15])[C:13]=3[O:14][C:6]=2[CH:5]=[CH:4][C:3]=1[O:22][CH3:23].O1CCOCC1. The catalyst is O. The product is [OH:15][C:12]1[CH:11]=[C:10]([C:16]2[CH:21]=[CH:20][CH:19]=[CH:18][CH:17]=2)[N:9]=[C:8]2[C:7]3[C:2]([Br:1])=[C:3]([O:22][CH3:23])[CH:4]=[CH:5][C:6]=3[O:14][C:13]=12. The yield is 0.904. (3) The reactants are [Br:1][C:2]1[C:7]([O:8][CH2:9][C:10]2[CH:11]=[N:12][CH:13]=[C:14]([S:16][CH3:17])[CH:15]=2)=[CH:6][C:5]([N:18]=[CH:19][N:20](C)C)=[C:4]([C:23]#[N:24])[CH:3]=1.[CH:25](N)([CH3:27])[CH3:26].ClCCl.CO. The catalyst is CO. The product is [Br:1][C:2]1[CH:3]=[C:4]2[C:5](=[CH:6][C:7]=1[O:8][CH2:9][C:10]1[CH:11]=[N:12][CH:13]=[C:14]([S:16][CH3:17])[CH:15]=1)[N:18]=[CH:19][N:20]=[C:23]2[NH:24][CH:25]([CH3:27])[CH3:26]. The yield is 0.770. (4) The reactants are O=[C:2]1[CH2:7][CH2:6][N:5]([C:8]2[CH:13]=[CH:12][C:11]([NH:14][S:15]([C:18]3[CH:19]=[N:20][CH:21]=[CH:22][CH:23]=3)(=[O:17])=[O:16])=[CH:10][CH:9]=2)[CH2:4][CH2:3]1.[NH2:24][CH2:25][C@@H:26]([C:28]1[CH:29]=[CH:30][C:31]([OH:39])=[C:32]([NH:34][S:35]([CH3:38])(=[O:37])=[O:36])[CH:33]=1)[OH:27].C(O[BH-](OC(=O)C)OC(=O)C)(=O)C.[Na+].O. The catalyst is CN(C)C=O. The product is [OH:27][C@H:26]([C:28]1[CH:29]=[CH:30][C:31]([OH:39])=[C:32]([NH:34][S:35]([CH3:38])(=[O:37])=[O:36])[CH:33]=1)[CH2:25][NH:24][CH:2]1[CH2:7][CH2:6][N:5]([C:8]2[CH:9]=[CH:10][C:11]([NH:14][S:15]([C:18]3[CH:19]=[N:20][CH:21]=[CH:22][CH:23]=3)(=[O:17])=[O:16])=[CH:12][CH:13]=2)[CH2:4][CH2:3]1. The yield is 0.150. (5) The reactants are [H-].[Na+].C(OP([CH2:11][C:12]([O:14][CH2:15][CH3:16])=[O:13])(OCC)=O)C.[CH3:17][C:18]1[N:28]=[C:21]2[CH:22]=[CH:23][CH:24]=[C:25]([CH:26]=O)[N:20]2[N:19]=1.O. The catalyst is O1CCCC1. The product is [CH3:17][C:18]1[N:28]=[C:21]2[CH:22]=[CH:23][CH:24]=[C:25](/[CH:26]=[CH:11]/[C:12]([O:14][CH2:15][CH3:16])=[O:13])[N:20]2[N:19]=1. The yield is 0.920. (6) The reactants are [CH3:1][C:2]([Si:5](Cl)([CH3:7])[CH3:6])([CH3:4])[CH3:3].[Br:9][C:10]1[CH:11]=[CH:12][C:13]([Cl:18])=[C:14]([CH2:16][OH:17])[CH:15]=1.N1C=CN=C1.[NH4+].[Cl-]. The catalyst is CN(C=O)C. The product is [Br:9][C:10]1[CH:11]=[CH:12][C:13]([Cl:18])=[C:14]([CH:15]=1)[CH2:16][O:17][Si:5]([C:2]([CH3:4])([CH3:3])[CH3:1])([CH3:7])[CH3:6]. The yield is 0.960. (7) The reactants are C(Cl)(C)(C)C.Cl.[CH:7]1(Cl)[CH2:11][CH2:10][CH2:9][CH2:8]1.C1([SiH](Cl)Cl)CCCC1.C1([Si:26]([Cl:29])([Cl:28])[Cl:27])CCCC1. No catalyst specified. The product is [CH:7]1[CH2:11][CH2:10][CH2:9][CH:8]=1.[Cl:27][SiH:26]([Cl:29])[Cl:28]. The yield is 0.584. (8) The reactants are [NH:1]1[CH2:6][CH2:5][C:4]2([CH2:11][CH2:10][C:9]3[CH:12]=[CH:13][CH:14]=[CH:15][C:8]=3[O:7]2)[CH2:3][CH2:2]1.Cl.N1C=CC=CC=1.[F:23][C:24]([F:35])([F:34])[C:25](O[C:25](=[O:26])[C:24]([F:35])([F:34])[F:23])=[O:26]. The catalyst is C(Cl)Cl. The product is [F:23][C:24]([F:35])([F:34])[C:25]([N:1]1[CH2:6][CH2:5][C:4]2([CH2:11][CH2:10][C:9]3[CH:12]=[CH:13][CH:14]=[CH:15][C:8]=3[O:7]2)[CH2:3][CH2:2]1)=[O:26]. The yield is 0.720. (9) The reactants are [CH3:1][O:2][C:3]1[CH:35]=[CH:34][C:6]([C:7]([O:22][CH2:23][C:24]2[CH:25]=[C:26]([CH:31]=[CH:32][CH:33]=2)[CH2:27][N:28]=[C:29]=[S:30])([C:16]2[CH:21]=[CH:20][CH:19]=[CH:18][CH:17]=2)[C:8]2[CH:13]=[CH:12][C:11]([O:14][CH3:15])=[CH:10][CH:9]=2)=[CH:5][CH:4]=1.[NH2:36][CH2:37][C:38]1[CH:43]=[CH:42][CH:41]=[C:40]([CH2:44][O:45][Si:46]([C:49]([CH3:52])([CH3:51])[CH3:50])([CH3:48])[CH3:47])[N:39]=1. No catalyst specified. The product is [CH3:15][O:14][C:11]1[CH:10]=[CH:9][C:8]([C:7]([O:22][CH2:23][C:24]2[CH:25]=[C:26]([CH:31]=[CH:32][CH:33]=2)[CH2:27][NH:28][C:29]([NH:36][CH2:37][C:38]2[CH:43]=[CH:42][CH:41]=[C:40]([CH2:44][O:45][Si:46]([C:49]([CH3:52])([CH3:51])[CH3:50])([CH3:47])[CH3:48])[N:39]=2)=[S:30])([C:16]2[CH:21]=[CH:20][CH:19]=[CH:18][CH:17]=2)[C:6]2[CH:5]=[CH:4][C:3]([O:2][CH3:1])=[CH:35][CH:34]=2)=[CH:13][CH:12]=1. The yield is 0.620.